This data is from NCI-60 drug combinations with 297,098 pairs across 59 cell lines. The task is: Regression. Given two drug SMILES strings and cell line genomic features, predict the synergy score measuring deviation from expected non-interaction effect. (1) Drug 1: CC1=C2C(C(=O)C3(C(CC4C(C3C(C(C2(C)C)(CC1OC(=O)C(C(C5=CC=CC=C5)NC(=O)C6=CC=CC=C6)O)O)OC(=O)C7=CC=CC=C7)(CO4)OC(=O)C)O)C)OC(=O)C. Drug 2: C1CC(=O)NC(=O)C1N2C(=O)C3=CC=CC=C3C2=O. Cell line: NCI-H460. Synergy scores: CSS=54.9, Synergy_ZIP=2.31, Synergy_Bliss=0.682, Synergy_Loewe=-53.6, Synergy_HSA=0.178. (2) Drug 1: C1CCN(CC1)CCOC2=CC=C(C=C2)C(=O)C3=C(SC4=C3C=CC(=C4)O)C5=CC=C(C=C5)O. Drug 2: CC1=C2C(C(=O)C3(C(CC4C(C3C(C(C2(C)C)(CC1OC(=O)C(C(C5=CC=CC=C5)NC(=O)C6=CC=CC=C6)O)O)OC(=O)C7=CC=CC=C7)(CO4)OC(=O)C)O)C)OC(=O)C. Cell line: IGROV1. Synergy scores: CSS=21.0, Synergy_ZIP=-2.70, Synergy_Bliss=-3.32, Synergy_Loewe=-28.2, Synergy_HSA=-4.19. (3) Drug 1: CN1C2=C(C=C(C=C2)N(CCCl)CCCl)N=C1CCCC(=O)O.Cl. Drug 2: CN(CCCl)CCCl.Cl. Cell line: K-562. Synergy scores: CSS=17.4, Synergy_ZIP=-5.93, Synergy_Bliss=-5.20, Synergy_Loewe=-44.1, Synergy_HSA=-10.6. (4) Drug 1: C1C(C(OC1N2C=NC3=C(N=C(N=C32)Cl)N)CO)O. Drug 2: C1CNP(=O)(OC1)N(CCCl)CCCl. Cell line: ACHN. Synergy scores: CSS=58.7, Synergy_ZIP=-4.21, Synergy_Bliss=-5.30, Synergy_Loewe=-66.7, Synergy_HSA=-4.77. (5) Drug 1: CS(=O)(=O)C1=CC(=C(C=C1)C(=O)NC2=CC(=C(C=C2)Cl)C3=CC=CC=N3)Cl. Drug 2: C1CN(P(=O)(OC1)NCCCl)CCCl. Cell line: OVCAR-8. Synergy scores: CSS=17.5, Synergy_ZIP=1.19, Synergy_Bliss=5.77, Synergy_Loewe=2.46, Synergy_HSA=5.23. (6) Drug 1: C1CN1C2=NC(=NC(=N2)N3CC3)N4CC4. Drug 2: C1=CC=C(C(=C1)C(C2=CC=C(C=C2)Cl)C(Cl)Cl)Cl. Cell line: SK-MEL-2. Synergy scores: CSS=18.9, Synergy_ZIP=5.55, Synergy_Bliss=18.3, Synergy_Loewe=-13.8, Synergy_HSA=6.45. (7) Drug 2: CC1=C2C(C(=O)C3(C(CC4C(C3C(C(C2(C)C)(CC1OC(=O)C(C(C5=CC=CC=C5)NC(=O)C6=CC=CC=C6)O)O)OC(=O)C7=CC=CC=C7)(CO4)OC(=O)C)O)C)OC(=O)C. Synergy scores: CSS=32.0, Synergy_ZIP=-3.10, Synergy_Bliss=-6.10, Synergy_Loewe=1.34, Synergy_HSA=2.21. Cell line: KM12. Drug 1: C1CCC(CC1)NC(=O)N(CCCl)N=O. (8) Drug 1: CCC1=CC2CC(C3=C(CN(C2)C1)C4=CC=CC=C4N3)(C5=C(C=C6C(=C5)C78CCN9C7C(C=CC9)(C(C(C8N6C)(C(=O)OC)O)OC(=O)C)CC)OC)C(=O)OC.C(C(C(=O)O)O)(C(=O)O)O. Drug 2: CS(=O)(=O)OCCCCOS(=O)(=O)C. Cell line: SNB-19. Synergy scores: CSS=18.7, Synergy_ZIP=-2.96, Synergy_Bliss=-2.73, Synergy_Loewe=-23.4, Synergy_HSA=-1.60. (9) Drug 1: C1CN(CCN1C(=O)CCBr)C(=O)CCBr. Drug 2: C1CN(P(=O)(OC1)NCCCl)CCCl. Cell line: NCI-H226. Synergy scores: CSS=1.18, Synergy_ZIP=-0.483, Synergy_Bliss=-1.12, Synergy_Loewe=-4.83, Synergy_HSA=-3.70. (10) Drug 1: CC(C1=C(C=CC(=C1Cl)F)Cl)OC2=C(N=CC(=C2)C3=CN(N=C3)C4CCNCC4)N. Drug 2: C1C(C(OC1N2C=C(C(=O)NC2=O)F)CO)O. Cell line: UO-31. Synergy scores: CSS=24.5, Synergy_ZIP=-3.87, Synergy_Bliss=-6.86, Synergy_Loewe=-7.12, Synergy_HSA=-5.13.